This data is from Forward reaction prediction with 1.9M reactions from USPTO patents (1976-2016). The task is: Predict the product of the given reaction. (1) Given the reactants [Cl:1][C:2]1[NH:3][C:4]2[C:9]([C:10]=1[CH:11]=[O:12])=[CH:8][CH:7]=[CH:6][CH:5]=2.[CH2:13]([O:15][C:16]1[CH:21]=[CH:20][C:19](B(O)O)=[CH:18][CH:17]=1)[CH3:14], predict the reaction product. The product is: [Cl:1][C:2]1[N:3]([C:19]2[CH:20]=[CH:21][C:16]([O:15][CH2:13][CH3:14])=[CH:17][CH:18]=2)[C:4]2[C:9]([C:10]=1[CH:11]=[O:12])=[CH:8][CH:7]=[CH:6][CH:5]=2. (2) Given the reactants [CH2:1]([OH:8])[CH:2]([OH:7])[CH2:3][CH2:4][CH2:5][OH:6].[CH3:9][C:10]1C=CC(S(O)(=O)=O)=C[CH:15]=1, predict the reaction product. The product is: [CH3:9][C:10]1([CH3:15])[O:7][CH:2]([CH2:3][CH2:4][CH2:5][OH:6])[CH2:1][O:8]1. (3) Given the reactants F[C:2](F)(F)[C:3](O)=O.[C:8]1([CH3:40])[CH:13]=[CH:12][CH:11]=[CH:10][C:9]=1[NH:14][C:15]1N[C:17]2[CH:23]=[C:22]([CH2:24][C:25]([NH:27][C:28]3[CH:29]=[CH:30][C:31]([CH:34]([CH3:39])[CH2:35][C:36]([OH:38])=[O:37])=[N:32][CH:33]=3)=[O:26])[CH:21]=[CH:20][C:18]=2[N:19]=1.F[P-](F)(F)(F)(F)F.N1([O:57]C(N(C)C)=[N+](C)C)C2N=CC=CC=2N=N1.C(N(C(C)C)CC)(C)C.NC1C=CC(C(C)CC(OCC)=O)=NC=1, predict the reaction product. The product is: [CH2:2]([O:38][C:36](=[O:37])[CH2:35][CH:34]([C:31]1[CH:30]=[CH:29][C:28]([NH:27][C:25](=[O:26])[CH2:24][C:22]2[CH:21]=[CH:20][C:18]3[N:19]=[C:15]([NH:14][C:9]4[CH:10]=[CH:11][CH:12]=[CH:13][C:8]=4[CH3:40])[O:57][C:17]=3[CH:23]=2)=[CH:33][N:32]=1)[CH3:39])[CH3:3]. (4) Given the reactants [CH3:1][N:2]1[C:6]2=[N:7][CH:8]=[C:9]([N+:11]([O-:13])=[O:12])[CH:10]=[C:5]2[N:4]=[C:3]1[C:14]([F:17])([F:16])[F:15].OO.NC(N)=[O:22].C(OC(C(F)(F)F)=O)(C(F)(F)F)=O, predict the reaction product. The product is: [CH3:1][N:2]1[C:6]2=[N+:7]([O-:22])[CH:8]=[C:9]([N+:11]([O-:13])=[O:12])[CH:10]=[C:5]2[N:4]=[C:3]1[C:14]([F:17])([F:15])[F:16]. (5) Given the reactants [CH2:1]([O:7][C:8]1[CH:28]=[CH:27][C:11]([C:12]([C:14]2[CH:19]=[CH:18][C:17]([O:20][CH2:21][CH2:22][CH:23]=[CH:24][CH:25]=[CH2:26])=[CH:16][CH:15]=2)=[O:13])=[CH:10][CH:9]=1)[CH2:2][CH:3]=[CH:4][CH:5]=[CH2:6].[C:29]1([Mg]Br)[CH:34]=[CH:33][CH:32]=[CH:31][CH:30]=1, predict the reaction product. The product is: [CH2:1]([O:7][C:8]1[CH:28]=[CH:27][C:11]([C:12]([OH:13])([C:29]2[CH:34]=[CH:33][CH:32]=[CH:31][CH:30]=2)[C:14]2[CH:15]=[CH:16][C:17]([O:20][CH2:21][CH2:22][CH:23]=[CH:24][CH:25]=[CH2:26])=[CH:18][CH:19]=2)=[CH:10][CH:9]=1)[CH2:2][CH:3]=[CH:4][CH:5]=[CH2:6].